Task: Predict the product of the given reaction.. Dataset: Forward reaction prediction with 1.9M reactions from USPTO patents (1976-2016) (1) Given the reactants C1(C2C=CC=CC=2)C=CC=C(NC(=O)CCCCCNC(=O)OC(C)(C)C)C=1.[N+:29]([C:32]1[CH:43]=[CH:42][C:35]([CH2:36][O:37][CH2:38][C:39]([OH:41])=O)=[CH:34][CH:33]=1)([O-:31])=[O:30].Cl.Cl.[NH2:46][CH2:47][CH2:48][CH2:49][CH2:50][C@H:51]([NH:65][C:66](=[O:75])[O:67][CH2:68][C:69]1[CH:74]=[CH:73][CH:72]=[CH:71][CH:70]=1)[C:52](=[O:64])[NH:53][C:54]1[CH:55]=[CH:56][CH:57]=[C:58]2[C:63]=1[N:62]=[CH:61][CH:60]=[CH:59]2.C1(C2C=C(C=CC=2)N)C=CC=CC=1, predict the reaction product. The product is: [N+:29]([C:32]1[CH:33]=[CH:34][C:35]([CH2:36][O:37][CH2:38][C:39]([NH:46][CH2:47][CH2:48][CH2:49][CH2:50][C@H:51]([NH:65][C:66](=[O:75])[O:67][CH2:68][C:69]2[CH:70]=[CH:71][CH:72]=[CH:73][CH:74]=2)[C:52](=[O:64])[NH:53][C:54]2[CH:55]=[CH:56][CH:57]=[C:58]3[C:63]=2[N:62]=[CH:61][CH:60]=[CH:59]3)=[O:41])=[CH:42][CH:43]=1)([O-:31])=[O:30]. (2) The product is: [CH3:11][C:5]1[C:4]2[C:8](=[CH:9][CH:10]=[C:2]([C:61]3[CH:62]=[C:63]([NH:67][C@H:68]([C:79]4[CH:84]=[CH:83][CH:82]=[CH:81][CH:80]=4)[CH2:69][NH:70][C:71]([CH:73]4[CH2:78][CH2:77][CH2:76][CH2:75][CH2:74]4)=[O:72])[CH:64]=[N:65][CH:66]=3)[CH:3]=2)[NH:7][N:6]=1. Given the reactants Br[C:2]1[CH:3]=[C:4]2[C:8](=[CH:9][CH:10]=1)[NH:7][N:6]=[C:5]2[CH3:11].B1(B2OC(C)(C)C(C)(C)O2)OC(C)(C)C(C)(C)O1.C(P(C12CC3CC(CC(C3)C1)C2)C12CC3CC(CC(C3)C1)C2)CCC.C([O-])(=O)C.[K+].Br[C:61]1[CH:62]=[C:63]([NH:67][C@H:68]([C:79]2[CH:84]=[CH:83][CH:82]=[CH:81][CH:80]=2)[CH2:69][NH:70][C:71]([CH:73]2[CH2:78][CH2:77][CH2:76][CH2:75][CH2:74]2)=[O:72])[CH:64]=[N:65][CH:66]=1.C(=O)([O-])[O-].[K+].[K+], predict the reaction product. (3) Given the reactants C([N:8]1[CH2:13][CH2:12][C:11](=O)[CH:10]([C:15]2[CH:20]=[CH:19][C:18]([Cl:21])=[C:17]([Cl:22])[CH:16]=2)[CH2:9]1)C1C=CC=CC=1.[NH:23]1[CH2:28][CH2:27][O:26][CH2:25][CH2:24]1.[F:29][C:30]([F:45])([F:44])[C:31]1[CH:32]=[C:33]([CH:37]=[C:38]([C:40]([F:43])([F:42])[F:41])[CH:39]=1)[C:34](Cl)=[O:35], predict the reaction product. The product is: [F:29][C:30]([F:45])([F:44])[C:31]1[CH:32]=[C:33]([C:34]([N:8]2[CH2:13][CH2:12][C@H:11]([N:23]3[CH2:28][CH2:27][O:26][CH2:25][CH2:24]3)[C@H:10]([C:15]3[CH:20]=[CH:19][C:18]([Cl:21])=[C:17]([Cl:22])[CH:16]=3)[CH2:9]2)=[O:35])[CH:37]=[C:38]([C:40]([F:43])([F:42])[F:41])[CH:39]=1. (4) Given the reactants Br[C:2]1[CH:7]=[CH:6][C:5]2[C:8]3([CH2:31][O:32][C:4]=2[CH:3]=1)[C:16]1[C:11](=[CH:12][CH:13]=[CH:14][CH:15]=1)[N:10]([CH:17]([C:24]1[CH:29]=[CH:28][CH:27]=[CH:26][CH:25]=1)[C:18]1[CH:23]=[CH:22][CH:21]=[CH:20][CH:19]=1)[C:9]3=[O:30].[C-]#N.[Na+].[CH3:36][N:37]1CCCC1=O, predict the reaction product. The product is: [C:18]1([CH:17]([C:24]2[CH:29]=[CH:28][CH:27]=[CH:26][CH:25]=2)[N:10]2[C:11]3[C:16](=[CH:15][CH:14]=[CH:13][CH:12]=3)[C:8]3([C:5]4[CH:6]=[CH:7][C:2]([C:36]#[N:37])=[CH:3][C:4]=4[O:32][CH2:31]3)[C:9]2=[O:30])[CH:23]=[CH:22][CH:21]=[CH:20][CH:19]=1. (5) The product is: [NH2:34][C:30]1[N:29]([CH2:28][C:24]2[CH:25]=[CH:26][CH:27]=[C:22]([O:21][CH3:20])[CH:23]=2)[C:3]2[CH2:4][CH2:5][CH2:6][CH2:7][C:2]=2[C:31]=1[C:32]#[N:33]. Given the reactants O[CH:2]1[CH2:7][CH2:6][CH2:5][CH2:4][C:3]1=O.S(O)(C1C=CC(C)=CC=1)(=O)=O.[CH3:20][O:21][C:22]1[CH:23]=[C:24]([CH2:28][NH2:29])[CH:25]=[CH:26][CH:27]=1.[C:30](#[N:34])[CH2:31][C:32]#[N:33].N1CCCCC1, predict the reaction product. (6) Given the reactants [O:1]1[C:5]([CH2:6][OH:7])=[CH:4][N:3]=[CH:2]1.[C:8](N1C=CN=C1)([N:10]1[CH:14]=[CH:13][N:12]=[CH:11]1)=[O:9], predict the reaction product. The product is: [N:10]1([C:8]([O:7][CH2:6][C:5]2[O:1][CH:2]=[N:3][CH:4]=2)=[O:9])[CH:14]=[CH:13][N:12]=[CH:11]1. (7) Given the reactants [CH3:1][N:2]1[C:6]2=[N:7][CH:8]=[C:9]([N+:15]([O-:17])=[O:16])[C:10]([C:11]([F:14])([F:13])[F:12])=[C:5]2[C:4]([C:18]2[CH2:19][CH2:20][N:21](C(OC(C)(C)C)=O)[CH2:22][CH:23]=2)=[CH:3]1.[ClH:31].O1CCOCC1, predict the reaction product. The product is: [ClH:31].[CH3:1][N:2]1[C:6]2=[N:7][CH:8]=[C:9]([N+:15]([O-:17])=[O:16])[C:10]([C:11]([F:12])([F:14])[F:13])=[C:5]2[C:4]([C:18]2[CH2:19][CH2:20][NH:21][CH2:22][CH:23]=2)=[CH:3]1.